Dataset: Reaction yield outcomes from USPTO patents with 853,638 reactions. Task: Predict the reaction yield, written as a fraction of the theoretical maximum amount of product (1.0 means a 100% yield; for example, 0.34 means a 34% yield). (1) The reactants are [I:1][C:2]1[CH:12]=[N:11][C:5]2[NH:6][CH2:7][C:8](=[O:10])[NH:9][C:4]=2[CH:3]=1.[F:13][C:14]1[C:15]([C:22]([F:25])([F:24])[F:23])=[C:16]([CH:19]=[CH:20][CH:21]=1)[CH2:17]Br. No catalyst specified. The product is [F:13][C:14]1[C:15]([C:22]([F:23])([F:24])[F:25])=[C:16]([CH:19]=[CH:20][CH:21]=1)[CH2:17][N:9]1[C:8](=[O:10])[CH2:7][NH:6][C:5]2[N:11]=[CH:12][C:2]([I:1])=[CH:3][C:4]1=2. The yield is 0.540. (2) The reactants are Br[CH2:2][CH2:3][C:4]1[CH:5]=[C:6]([NH:10][C:11]2[N:16]=[C:15]([NH:17][CH2:18][CH2:19][C:20]3[CH:21]=[C:22]([OH:26])[CH:23]=[CH:24][CH:25]=3)[C:14]([Cl:27])=[CH:13][N:12]=2)[CH:7]=[CH:8][CH:9]=1.[OH-].[Na+].Cl. The catalyst is O1CCCC1.O. The product is [Cl:27][C:14]1[CH:13]=[N:12][C:11]2[NH:10][C:6]3[CH:7]=[CH:8][CH:9]=[C:4]([CH:5]=3)[CH2:3][CH2:2][O:26][C:22]3[CH:21]=[C:20]([CH2:19][CH2:18][NH:17][C:15]=1[N:16]=2)[CH:25]=[CH:24][CH:23]=3. The yield is 0.210. (3) The reactants are [Br:1][C:2]1[CH:7]=[CH:6][C:5](/[CH:8]=[CH:9]/[CH2:10][OH:11])=[CH:4][CH:3]=1.[Cr](O[Cr]([O-])(=O)=O)([O-])(=O)=O.[NH+]1C=CC=CC=1.[NH+]1C=CC=CC=1.CCCCCC. The catalyst is ClCCl. The product is [Br:1][C:2]1[CH:3]=[CH:4][C:5](/[CH:8]=[CH:9]/[CH:10]=[O:11])=[CH:6][CH:7]=1. The yield is 0.670.